From a dataset of Reaction yield outcomes from USPTO patents with 853,638 reactions. Predict the reaction yield, written as a fraction of the theoretical maximum amount of product (1.0 means a 100% yield; for example, 0.34 means a 34% yield). The reactants are [CH2:1]([C:3]1[NH:4]C(O)=[C:6]([F:10])[C:7](=O)[N:8]=1)[CH3:2].O=P(Cl)(Cl)[Cl:14].[CH2:17]([Cl:19])Cl. The product is [Cl:14][C:7]1[C:6]([F:10])=[C:17]([Cl:19])[N:4]=[C:3]([CH2:1][CH3:2])[N:8]=1. No catalyst specified. The yield is 0.850.